Dataset: Peptide-MHC class I binding affinity with 185,985 pairs from IEDB/IMGT. Task: Regression. Given a peptide amino acid sequence and an MHC pseudo amino acid sequence, predict their binding affinity value. This is MHC class I binding data. (1) The peptide sequence is NSSYWRQGY. The MHC is HLA-A11:01 with pseudo-sequence HLA-A11:01. The binding affinity (normalized) is 0.0847. (2) The peptide sequence is QQFYWPVMN. The MHC is HLA-A02:01 with pseudo-sequence HLA-A02:01. The binding affinity (normalized) is 0.169.